This data is from Catalyst prediction with 721,799 reactions and 888 catalyst types from USPTO. The task is: Predict which catalyst facilitates the given reaction. (1) Reactant: [F:1][C:2]1[CH:12]=[CH:11][C:5]2[N:6]=[C:7]([CH2:9]Cl)[NH:8][C:4]=2[CH:3]=1.C(OC([N:20]([CH2:40][C:41]1[CH:46]=[CH:45][CH:44]=[CH:43][N:42]=1)[CH2:21][C:22]1[CH:27]=[CH:26][C:25]([CH2:28][NH:29][CH:30]2[C:39]3[N:38]=[CH:37][CH:36]=[CH:35][C:34]=3[CH2:33][CH2:32][CH2:31]2)=[CH:24][CH:23]=1)=O)(C)(C)C.C(N(C(C)C)CC)(C)C.C(OC(N(CC1C=CC=CN=1)CC1C=CC(CN(CC2NC3C=CC(C(F)(F)F)=CC=3N=2)C2C3N=CC=CC=3CCC2)=CC=1)=O)(C)(C)C. Product: [N:42]1[CH:43]=[CH:44][CH:45]=[CH:46][C:41]=1[CH2:40][NH:20][CH2:21][C:22]1[CH:23]=[CH:24][C:25]([CH2:28][N:29]([CH2:9][C:7]2[NH:6][C:5]3[CH:11]=[CH:12][C:2]([F:1])=[CH:3][C:4]=3[N:8]=2)[CH:30]2[C:39]3[N:38]=[CH:37][CH:36]=[CH:35][C:34]=3[CH2:33][CH2:32][CH2:31]2)=[CH:26][CH:27]=1. The catalyst class is: 3. (2) Reactant: [C:1]1(=[O:10])[C:9]2[C:4](=[CH:5][CH:6]=[CH:7][CH:8]=2)[CH2:3][CH2:2]1.[H][H]. Product: [C@H:1]1([OH:10])[C:9]2[C:4](=[CH:5][CH:6]=[CH:7][CH:8]=2)[CH2:3][CH2:2]1. The catalyst class is: 5. (3) Reactant: [CH3:1][O:2][C:3]1[CH:10]=[C:9]([N+:11]([O-:13])=[O:12])[CH:8]=[CH:7][C:4]=1[CH2:5]Br.C([O-])([O-])=[O:15].[Ca+2].O. Product: [CH3:1][O:2][C:3]1[CH:10]=[C:9]([N+:11]([O-:13])=[O:12])[CH:8]=[CH:7][C:4]=1[CH2:5][OH:15]. The catalyst class is: 12. (4) Reactant: C(OC(=O)[NH:10][CH2:11][C@@H:12]1[CH2:16][CH2:15][N:14]([C:17]2[C:26]3[C:21](=[CH:22][CH:23]=[C:24]([F:27])[CH:25]=3)[N:20]=[C:19]([C:28]3[CH:33]=[CH:32][CH:31]=[CH:30][C:29]=3[OH:34])[N:18]=2)[CH2:13]1)C1C=CC=CC=1. Product: [NH2:10][CH2:11][C@@H:12]1[CH2:16][CH2:15][N:14]([C:17]2[C:26]3[C:21](=[CH:22][CH:23]=[C:24]([F:27])[CH:25]=3)[N:20]=[C:19]([C:28]3[CH:33]=[CH:32][CH:31]=[CH:30][C:29]=3[OH:34])[N:18]=2)[CH2:13]1. The catalyst class is: 43.